Task: Predict the reactants needed to synthesize the given product.. Dataset: Full USPTO retrosynthesis dataset with 1.9M reactions from patents (1976-2016) Given the product [F:1][C:2]1[N:10]=[C:9]2[C:5]([N:6]=[C:7]([CH2:11][C:12]3[CH:17]=[C:16]([O:18][CH3:19])[C:15]([O:20][CH3:21])=[CH:14][C:13]=3[I:22])[N:8]2[CH2:38][CH2:37][CH2:36][C:35]#[CH:34])=[C:4]([NH2:23])[N:3]=1, predict the reactants needed to synthesize it. The reactants are: [F:1][C:2]1[N:10]=[C:9]2[C:5]([NH:6][C:7]([CH2:11][C:12]3[CH:17]=[C:16]([O:18][CH3:19])[C:15]([O:20][CH3:21])=[CH:14][C:13]=3[I:22])=[N:8]2)=[C:4]([NH2:23])[N:3]=1.C([O-])([O-])=O.[Cs+].[Cs+].S(C1C=CC(C)=CC=1)(O[CH2:34][CH2:35][CH2:36][C:37]#[CH:38])(=O)=O.